This data is from Reaction yield outcomes from USPTO patents with 853,638 reactions. The task is: Predict the reaction yield, written as a fraction of the theoretical maximum amount of product (1.0 means a 100% yield; for example, 0.34 means a 34% yield). (1) The reactants are [CH:1]1([S:4]([C:7]2[CH:12]=[CH:11][C:10]([CH:13]([CH2:33][CH:34]3[CH2:39][CH2:38][O:37][CH2:36][CH2:35]3)[C:14](=O)[CH2:15][CH2:16][C:17]([C:19]3[S:20][C:21]([C:24]([OH:31])([CH3:30])[CH:25]([O:28][CH3:29])[O:26][CH3:27])=[CH:22][N:23]=3)=O)=[CH:9][CH:8]=2)(=[O:6])=[O:5])[CH2:3][CH2:2]1.C([O-])(=O)C.[NH4+:44].[OH-].[Na+]. The catalyst is C(O)(=O)C. The product is [CH:1]1([S:4]([C:7]2[CH:12]=[CH:11][C:10]([CH:13]([C:14]3[NH:44][C:17]([C:19]4[S:20][C:21]([C:24]([OH:31])([CH3:30])[CH:25]([O:28][CH3:29])[O:26][CH3:27])=[CH:22][N:23]=4)=[CH:16][CH:15]=3)[CH2:33][CH:34]3[CH2:39][CH2:38][O:37][CH2:36][CH2:35]3)=[CH:9][CH:8]=2)(=[O:5])=[O:6])[CH2:3][CH2:2]1. The yield is 0.500. (2) The reactants are S(Cl)(Cl)=O.[NH2:5][C@H:6]1[CH2:10][CH2:9][C@@H:8]([C:11]([OH:13])=[O:12])[CH2:7]1.[CH3:14]O. No catalyst specified. The product is [NH2:5][C@H:6]1[CH2:10][CH2:9][C@@H:8]([C:11]([O:13][CH3:14])=[O:12])[CH2:7]1. The yield is 0.870. (3) The reactants are [CH3:1][O:2][C:3]1[CH:35]=[C:34]([O:36][CH3:37])[CH:33]=[CH:32][C:4]=1[CH2:5][N:6]1[C:26]2[C:15]3=[CH:16][C:17]4[CH:18]=[C:19]([CH2:24][OH:25])[N:20]([CH3:23])[C:21]=4[CH:22]=[C:14]3[CH2:13][CH2:12][CH2:11][C:10]=2[C:9]([OH:27])=[C:8]([C:28]([OH:30])=[O:29])[C:7]1=[O:31]. The catalyst is C(Cl)Cl.O=[Mn]=O. The product is [CH3:1][O:2][C:3]1[CH:35]=[C:34]([O:36][CH3:37])[CH:33]=[CH:32][C:4]=1[CH2:5][N:6]1[C:26]2[C:15]3=[CH:16][C:17]4[CH:18]=[C:19]([CH:24]=[O:25])[N:20]([CH3:23])[C:21]=4[CH:22]=[C:14]3[CH2:13][CH2:12][CH2:11][C:10]=2[C:9]([OH:27])=[C:8]([C:28]([OH:30])=[O:29])[C:7]1=[O:31]. The yield is 0.730. (4) The reactants are [NH2:1][C@H:2]1[CH2:7][CH2:6][N:5]([CH2:8][CH:9]2[C:13]3=[C:14]([Cl:22])[CH:15]=[N:16][C:17]4[CH:18]=[CH:19][C:20](=[O:21])[N:11]([C:12]=43)[CH2:10]2)[CH2:4][C@H:3]1[OH:23].[O:24]1[C:29]2=[CH:30][N:31]=[C:32]([CH:34]=O)[CH:33]=[C:28]2[CH2:27][CH2:26][CH2:25]1. The catalyst is ClCCl.CO. The product is [ClH:22].[Cl:22][C:14]1[CH:15]=[N:16][C:17]2[CH:18]=[CH:19][C:20](=[O:21])[N:11]3[CH2:10][CH:9]([CH2:8][N:5]4[CH2:6][CH2:7][C@H:2]([NH:1][CH2:34][C:32]5[CH:33]=[C:28]6[CH2:27][CH2:26][CH2:25][O:24][C:29]6=[CH:30][N:31]=5)[C@H:3]([OH:23])[CH2:4]4)[C:13]=1[C:12]=23. The yield is 0.500. (5) The reactants are Br[C:2]1[S:6][C:5]([CH2:7][O:8][C:9]2[C:10]([F:19])=[C:11]([C:15]([F:18])=[CH:16][CH:17]=2)[C:12]([NH2:14])=[O:13])=[N:4][C:3]=1[C:20]1[CH:25]=[CH:24][CH:23]=[C:22]([O:26][CH3:27])[CH:21]=1.O.[OH-].[Na+]. The catalyst is C(O)(=O)C.[Zn]. The product is [F:19][C:10]1[C:9]([O:8][CH2:7][C:5]2[S:6][CH:2]=[C:3]([C:20]3[CH:25]=[CH:24][CH:23]=[C:22]([O:26][CH3:27])[CH:21]=3)[N:4]=2)=[CH:17][CH:16]=[C:15]([F:18])[C:11]=1[C:12]([NH2:14])=[O:13]. The yield is 0.530. (6) The reactants are [CH3:1][O:2][C:3]([C:5]1([C:8]2[CH:13]=[CH:12][C:11]([O:14][CH2:15][CH2:16][C:17]([O:19]C(C)(C)C)=[O:18])=[CH:10][CH:9]=2)[CH2:7][CH2:6]1)=[O:4]. The catalyst is Cl. The product is [CH3:1][O:2][C:3]([C:5]1([C:8]2[CH:13]=[CH:12][C:11]([O:14][CH2:15][CH2:16][C:17]([OH:19])=[O:18])=[CH:10][CH:9]=2)[CH2:7][CH2:6]1)=[O:4]. The yield is 0.960.